This data is from Reaction yield outcomes from USPTO patents with 853,638 reactions. The task is: Predict the reaction yield, written as a fraction of the theoretical maximum amount of product (1.0 means a 100% yield; for example, 0.34 means a 34% yield). (1) The reactants are [N+:1]([C:4]1[CH:5]=[C:6]([CH3:11])[C:7]([CH3:10])=[CH:8][CH:9]=1)([O-:3])=[O:2].C1C(=O)N(Br)C(=O)C1.C(OOC(=O)C1C=CC=CC=1)(=O)C1C=CC=CC=1.C([O-])([O-])=O.[Na+].[Na+].[CH2:44]([NH2:51])[C:45]1[CH:50]=[CH:49][CH:48]=[CH:47][CH:46]=1. The catalyst is CC(C)=O.O.C(Cl)(Cl)(Cl)Cl. The product is [CH2:44]([N:51]1[CH2:11][C:6]2[C:7](=[CH:8][CH:9]=[C:4]([N+:1]([O-:3])=[O:2])[CH:5]=2)[CH2:10]1)[C:45]1[CH:50]=[CH:49][CH:48]=[CH:47][CH:46]=1. The yield is 0.330. (2) The reactants are [CH3:1][O:2][C:3]1[CH:11]=[CH:10][C:6]([C:7]([OH:9])=[O:8])=[C:5]([N+:12]([O-])=O)[CH:4]=1. The catalyst is [Pd].CO. The product is [NH2:12][C:5]1[CH:4]=[C:3]([O:2][CH3:1])[CH:11]=[CH:10][C:6]=1[C:7]([OH:9])=[O:8]. The yield is 1.00. (3) The reactants are [CH2:1]([O:8][C:9]1[CH:14]=[CH:13][CH:12]=[CH:11][C:10]=1I)[C:2]1[CH:7]=[CH:6][CH:5]=[CH:4][CH:3]=1.[CH2:16]([CH:20]1[CH2:25][CH2:24][N:23]([CH2:26][CH2:27][CH2:28][C:29]#N)[CH2:22][CH2:21]1)[CH2:17][CH2:18][CH3:19].CC[O:33]C(C)=O. The catalyst is CCOCC.C(Cl)Cl. The product is [CH2:16]([CH:20]1[CH2:25][CH2:24][N:23]([CH2:26][CH2:27][CH2:28][C:29]([C:10]2[CH:11]=[CH:12][CH:13]=[CH:14][C:9]=2[O:8][CH2:1][C:2]2[CH:7]=[CH:6][CH:5]=[CH:4][CH:3]=2)=[O:33])[CH2:22][CH2:21]1)[CH2:17][CH2:18][CH3:19]. The yield is 0.510. (4) The reactants are C1COCC1.[C:6]([O:10][C:11]([N:13]1[C@H:17]([CH2:18][F:19])[C@@H:16]([C:20]2[CH:25]=[CH:24][C:23]([C:26]3[O:30][N:29]=[C:28]([C:31](OCC)=[O:32])[CH:27]=3)=[CH:22][CH:21]=2)[O:15][C:14]1([CH3:37])[CH3:36])=[O:12])([CH3:9])([CH3:8])[CH3:7].[BH4-].[Na+]. The catalyst is CO. The product is [F:19][CH2:18][C@@H:17]1[C@@H:16]([C:20]2[CH:25]=[CH:24][C:23]([C:26]3[O:30][N:29]=[C:28]([CH2:31][OH:32])[CH:27]=3)=[CH:22][CH:21]=2)[O:15][C:14]([CH3:37])([CH3:36])[N:13]1[C:11]([O:10][C:6]([CH3:9])([CH3:8])[CH3:7])=[O:12]. The yield is 0.960. (5) The reactants are C[O:2][C:3]([C:5]1[C:13]2[C:8](=[CH:9][C:10]([C:14]3[CH:19]=[CH:18][C:17]([O:20][CH2:21][C:22]4[C:23]([C:30]5[C:35]([Cl:36])=[CH:34][CH:33]=[CH:32][C:31]=5[Cl:37])=[N:24][O:25][C:26]=4[CH:27]([CH3:29])[CH3:28])=[CH:16][C:15]=3[CH3:38])=[CH:11][CH:12]=2)[NH:7][CH:6]=1)=[O:4].[OH-].[Na+].CO.C1COCC1. The catalyst is O. The product is [Cl:36][C:35]1[CH:34]=[CH:33][CH:32]=[C:31]([Cl:37])[C:30]=1[C:23]1[C:22]([CH2:21][O:20][C:17]2[CH:18]=[CH:19][C:14]([C:10]3[CH:9]=[C:8]4[C:13]([C:5]([C:3]([OH:4])=[O:2])=[CH:6][NH:7]4)=[CH:12][CH:11]=3)=[C:15]([CH3:38])[CH:16]=2)=[C:26]([CH:27]([CH3:29])[CH3:28])[O:25][N:24]=1. The yield is 0.540. (6) The reactants are CCN(CC)CC.Cl.[CH3:9][O:10][C:11](=[O:16])[C@H:12]([CH2:14][OH:15])[NH2:13].[C:17](Cl)([C:30]1[CH:35]=[CH:34][CH:33]=[CH:32][CH:31]=1)([C:24]1[CH:29]=[CH:28][CH:27]=[CH:26][CH:25]=1)[C:18]1[CH:23]=[CH:22][CH:21]=[CH:20][CH:19]=1. The catalyst is C(Cl)Cl. The product is [CH3:9][O:10][C:11](=[O:16])[CH:12]([NH:13][C:17]([C:18]1[CH:23]=[CH:22][CH:21]=[CH:20][CH:19]=1)([C:30]1[CH:31]=[CH:32][CH:33]=[CH:34][CH:35]=1)[C:24]1[CH:25]=[CH:26][CH:27]=[CH:28][CH:29]=1)[CH2:14][OH:15]. The yield is 0.980.